Dataset: Reaction yield outcomes from USPTO patents with 853,638 reactions. Task: Predict the reaction yield, written as a fraction of the theoretical maximum amount of product (1.0 means a 100% yield; for example, 0.34 means a 34% yield). The reactants are C(OC([N:8]1[CH2:14][C@@H:13]2[CH2:15][C@H:9]1[CH2:10][NH:11][CH2:12]2)=O)(C)(C)C.C(N(CC)CC)C.[CH3:23][S:24](Cl)(=[O:26])=[O:25]. The catalyst is ClCCl. The product is [CH3:23][S:24]([N:11]1[CH2:10][C@@H:9]2[CH2:15][C@@H:13]([CH2:14][NH:8]2)[CH2:12]1)(=[O:26])=[O:25]. The yield is 0.260.